From a dataset of Forward reaction prediction with 1.9M reactions from USPTO patents (1976-2016). Predict the product of the given reaction. (1) The product is: [NH4+:6].[OH-:9].[NH2:52][C@H:47]1[CH2:48][CH2:49][CH2:50][CH2:51][C@H:46]1[NH:45][C:42]1[N:43]=[N:44][C:39]([C:36]([NH2:37])=[O:38])=[C:40]([NH:60][C:61]2[CH:66]=[CH:65][CH:64]=[C:63]([CH:67]([CH3:69])[CH3:68])[N:62]=2)[CH:41]=1. Given the reactants ClC1N=[N:6]C(C(N)=[O:9])=C(NC2C=CC=C(C(C)C)N=2)C=1.N[C@@H]1CCCC[C@@H]1NC(=O)OC(C)(C)C.[C:36]([C:39]1[N:44]=[N:43][C:42]([NH:45][C@@H:46]2[CH2:51][CH2:50][CH2:49][CH2:48][C@@H:47]2[NH:52]C(=O)OC(C)(C)C)=[CH:41][C:40]=1[NH:60][C:61]1[CH:66]=[CH:65][CH:64]=[C:63]([CH:67]([CH3:69])[CH3:68])[N:62]=1)(=[O:38])[NH2:37].N[C@H]1CCCC[C@H]1NC1N=NC(C(N)=O)=C(NC2C=CC=C(C(C)C)N=2)C=1.C(O)(C(F)(F)F)=O, predict the reaction product. (2) Given the reactants [C:1]([NH:4][C:5]1[CH:10]=[CH:9][C:8]([S:11][C:12]2[N:21]=[C:20]([NH:22][C:23]3[NH:24][N:25]=[C:26]([CH3:28])[CH:27]=3)[C:19]3[C:14](=[CH:15][C:16]([O:29]C)=[CH:17][CH:18]=3)[N:13]=2)=[CH:7][CH:6]=1)(=[O:3])[CH3:2].B(Br)(Br)Br, predict the reaction product. The product is: [C:1]([NH:4][C:5]1[CH:6]=[CH:7][C:8]([S:11][C:12]2[N:21]=[C:20]([NH:22][C:23]3[NH:24][N:25]=[C:26]([CH3:28])[CH:27]=3)[C:19]3[C:14](=[CH:15][C:16]([OH:29])=[CH:17][CH:18]=3)[N:13]=2)=[CH:9][CH:10]=1)(=[O:3])[CH3:2]. (3) Given the reactants [C:1]([C:4]([C:15](=[O:17])[CH3:16])=[CH:5][C:6]1[CH:13]=[CH:12][C:9]([C:10]#[N:11])=[CH:8][C:7]=1[CH3:14])(=O)[CH3:2].[NH2:18][C:19]1[CH:24]=[CH:23][NH:22][C:21](=[O:25])[CH:20]=1, predict the reaction product. The product is: [C:15]([C:4]1[CH:5]([C:6]2[CH:13]=[CH:12][C:9]([C:10]#[N:11])=[CH:8][C:7]=2[CH3:14])[C:20]2[C:21](=[O:25])[NH:22][CH:23]=[CH:24][C:19]=2[NH:18][C:1]=1[CH3:2])(=[O:17])[CH3:16].